Regression. Given two drug SMILES strings and cell line genomic features, predict the synergy score measuring deviation from expected non-interaction effect. From a dataset of NCI-60 drug combinations with 297,098 pairs across 59 cell lines. (1) Drug 1: C1=CC(=C2C(=C1NCCNCCO)C(=O)C3=C(C=CC(=C3C2=O)O)O)NCCNCCO. Drug 2: C#CCC(CC1=CN=C2C(=N1)C(=NC(=N2)N)N)C3=CC=C(C=C3)C(=O)NC(CCC(=O)O)C(=O)O. Cell line: MDA-MB-231. Synergy scores: CSS=31.3, Synergy_ZIP=-0.0890, Synergy_Bliss=-0.0846, Synergy_Loewe=-0.469, Synergy_HSA=-0.402. (2) Drug 1: C1CCC(C(C1)N)N.C(=O)(C(=O)[O-])[O-].[Pt+4]. Drug 2: CC(C)CN1C=NC2=C1C3=CC=CC=C3N=C2N. Cell line: MDA-MB-231. Synergy scores: CSS=17.7, Synergy_ZIP=-2.41, Synergy_Bliss=-1.16, Synergy_Loewe=-5.32, Synergy_HSA=-2.03.